From a dataset of Full USPTO retrosynthesis dataset with 1.9M reactions from patents (1976-2016). Predict the reactants needed to synthesize the given product. (1) Given the product [NH2:39][C:23]([C:11]1[CH:12]=[N:13][N:14]([C:15]2[CH:22]=[CH:21][C:18]([C:19]#[N:20])=[CH:17][CH:16]=2)[C:10]=1[C:7]1[C:8](=[O:9])[N:3]([CH2:1][CH3:2])[C:4](=[O:38])[N:5]([C:28]2[CH:33]=[CH:32][CH:31]=[C:30]([C:34]([F:36])([F:37])[F:35])[CH:29]=2)[C:6]=1[CH3:27])([CH3:24])[CH3:25], predict the reactants needed to synthesize it. The reactants are: [CH2:1]([N:3]1[C:8](=[O:9])[C:7]([C:10]2[N:14]([C:15]3[CH:22]=[CH:21][C:18]([C:19]#[N:20])=[CH:17][CH:16]=3)[N:13]=[CH:12][C:11]=2[C:23](O)([CH3:25])[CH3:24])=[C:6]([CH3:27])[N:5]([C:28]2[CH:33]=[CH:32][CH:31]=[C:30]([C:34]([F:37])([F:36])[F:35])[CH:29]=2)[C:4]1=[O:38])[CH3:2].[N-:39]=[N+]=[N-].[Na+].FC(F)(F)C(O)=O.O. (2) The reactants are: F[C:2]1[CH:3]=[CH:4][C:5]2[N:6]([CH:8]=[CH:9][N:10]=2)[N:7]=1.[CH3:11][CH:12]([CH3:31])[CH2:13][C@H:14]([NH:23][C:24](=[O:30])[O:25][C:26]([CH3:29])([CH3:28])[CH3:27])[C:15](=[O:22])[N:16]1[CH2:21][CH2:20][NH:19][CH2:18][CH2:17]1.C(O)(C)C. Given the product [N:10]1[CH:9]=[CH:8][N:6]2[C:5]=1[CH:4]=[CH:3][C:2]([N:19]1[CH2:20][CH2:21][N:16]([C:15](=[O:22])[C@@H:14]([NH:23][C:24](=[O:30])[O:25][C:26]([CH3:29])([CH3:28])[CH3:27])[CH2:13][CH:12]([CH3:31])[CH3:11])[CH2:17][CH2:18]1)=[N:7]2, predict the reactants needed to synthesize it. (3) Given the product [CH2:16]([C:4]1[CH:3]=[C:2]([N:1]2[CH:29]=[N:39][N:40]=[N:41]2)[N:7]=[CH:6][C:5]=1[CH2:8][C:9]([O:11][C:12]([CH3:13])([CH3:15])[CH3:14])=[O:10])[CH3:17], predict the reactants needed to synthesize it. The reactants are: [NH2:1][C:2]1[N:7]=[CH:6][C:5]([CH2:8][C:9]([O:11][C:12]([CH3:15])([CH3:14])[CH3:13])=[O:10])=[C:4]([CH2:16][CH3:17])[CH:3]=1.FC(F)(F)C(O[Si](C)(C)C)=O.[CH:29](OCC)(OCC)OCC.[N:39]([Si](C)(C)C)=[N+:40]=[N-:41]. (4) Given the product [NH2:1][C@@H:2]([C@H:8]([OH:11])[CH2:9][CH3:10])[C:3]([OH:5])=[O:4], predict the reactants needed to synthesize it. The reactants are: [NH2:1][C@@H:2]([C@H:8]([OH:11])[CH2:9][CH3:10])[C:3]([O:5]CC)=[O:4]. (5) The reactants are: Cl[C:2]1[N:10]=[CH:9][N:8]=[C:7]2[C:3]=1[N:4]=[C:5]([CH:19]1[CH2:21][CH2:20]1)[N:6]2[CH2:11][O:12][CH2:13][CH2:14][Si:15]([CH3:18])([CH3:17])[CH3:16].[NH3:22]. Given the product [CH:19]1([C:5]2[N:6]([CH2:11][O:12][CH2:13][CH2:14][Si:15]([CH3:18])([CH3:17])[CH3:16])[C:7]3[C:3]([N:4]=2)=[C:2]([NH2:22])[N:10]=[CH:9][N:8]=3)[CH2:21][CH2:20]1, predict the reactants needed to synthesize it.